Dataset: Reaction yield outcomes from USPTO patents with 853,638 reactions. Task: Predict the reaction yield, written as a fraction of the theoretical maximum amount of product (1.0 means a 100% yield; for example, 0.34 means a 34% yield). (1) The reactants are [Cl:1][C:2]1[CH:3]=[C:4]2[N:14]([S:15]([C:18]3[CH:24]=[CH:23][C:21]([CH3:22])=[CH:20][CH:19]=3)(=[O:17])=[O:16])[CH:13]=[CH:12][C:5]2=[N:6][C:7]=1[C:8](=[N:10]O)[CH3:9].[NH4+].[Cl-]. The catalyst is CO.CC(O)=O.[Zn]. The product is [Cl:1][C:2]1[CH:3]=[C:4]2[N:14]([S:15]([C:18]3[CH:24]=[CH:23][C:21]([CH3:22])=[CH:20][CH:19]=3)(=[O:17])=[O:16])[CH:13]=[CH:12][C:5]2=[N:6][C:7]=1[CH:8]([NH2:10])[CH3:9]. The yield is 0.780. (2) The reactants are [Cl:1][C:2]1[N:7]=[C:6]([O:8][C:9]2[CH:10]=[C:11]([CH2:16][OH:17])[CH:12]=[C:13]([CH3:15])[CH:14]=2)[C:5]([CH:18]([CH3:20])[CH3:19])=[C:4]([Cl:21])[N:3]=1.C1C=C[NH+]=CC=1.[O-][Cr](Cl)(=O)=O. No catalyst specified. The product is [Cl:1][C:2]1[N:7]=[C:6]([O:8][C:9]2[CH:10]=[C:11]([CH:12]=[C:13]([CH3:15])[CH:14]=2)[CH:16]=[O:17])[C:5]([CH:18]([CH3:19])[CH3:20])=[C:4]([Cl:21])[N:3]=1. The yield is 0.730.